From a dataset of Experimentally validated miRNA-target interactions with 360,000+ pairs, plus equal number of negative samples. Binary Classification. Given a miRNA mature sequence and a target amino acid sequence, predict their likelihood of interaction. (1) The miRNA is hsa-miR-6792-3p with sequence CUCCUCCACAGCCCCUGCUCAU. The protein sequence of the target gene is MLCCMRRTKQVEKNDEDQKIEQDGVKPEDKAHKAATKIQASFRGHITRKKLKGEKKGDAPAAEAEAKEKDDAPVADGVEKKEGDGSATTDAAPATSPKAEEPSKAGDAPSEEKKGEGDAAPSEEKAGSAETESAAKATTDNSPSSKAEDGPAKEEPKQADVPAAVTDAAATTPAAEDAATKAAQPPTETAESSQAEEEKDAVDEAKPKESARQDEGKEDPEADQEHA. Result: 0 (no interaction). (2) The miRNA is hsa-miR-548y with sequence AAAAGUAAUCACUGUUUUUGCC. The protein sequence of the target gene is MMAVDIEYRYNCMAPSLRQERFAFKISPKPSKPLRPCIQLSSKNEASGMVAPAVQEKKVKKRVSFADNQGLALTMVKVFSEFDDPLDMPFNITELLDNIVSLTTAESESFVLDFSQPSADYLDFRNRLQADHVCLENCVLKDKAIAGTVKVQNLAFEKTVKIRMTFDTWKSYTDFPCQYVKDTYAGSDRDTFSFDISLPEKIQSYERMEFAVYYECNGQTYWDSNRGKNYRIIRAELKSTQGMTKPHSGPDLGISFDQFGSPRCSYGLFPEWPSYLGYEKLGPYY. Result: 0 (no interaction). (3) The miRNA is hsa-miR-6832-5p with sequence AGUAGAGAGGAAAAGUUAGGGUC. The protein sequence of the target gene is MEDSASASLSSAAATGTSTSTPAAPTARKQLDKEQVRKAVDALLTHCKSRKNNYGLLLNENESLFLMVVLWKIPSKELRVRLTLPHSIRSDSEDICLFTKDEPNSTPEKTEQFYRKLLNKHGIKTVSQIISLQTLKKEYKSYEAKLRLLSSFDFFLTDARIRRLLPSLIGRHFYQRKKVPVSVNLLSKNLSREINDCIGGTVLNISKSGSCSAIRIGHVGMQIEHIIENIVAVTKGLSEKLPEKWESVKLLFVKTEKSAALPIFSSFVSNWDEATKRSLLNKKKKEARRKRRERNFEKQK.... Result: 1 (interaction). (4) The miRNA is mmu-miR-380-5p with sequence AUGGUUGACCAUAGAACAUGCG. The protein sequence of the target gene is MATSWGAVFMLIIACVGSTVFYREQQTWFEGVFLSSMCPINVSAGTFYGIMFDAGSTGTRIHVYTFVQKTAGQLPFLEGEIFDSVKPGLSAFVDQPKQGAETVQELLEVAKDSIPRSHWERTPVVLKATAGLRLLPEQKAQALLLEVEEIFKNSPFLVPDGSVSIMDGSYEGILAWVTVNFLTGQLHGRGQETVGTLDLGGASTQITFLPQFEKTLEQTPRGYLTSFEMFNSTFKLYTHSYLGFGLKAARLATLGALEAKGTDGHTFRSACLPRWLEAEWIFGGVKYQYGGNQEGEMGFE.... Result: 0 (no interaction). (5) The miRNA is hsa-miR-619-5p with sequence GCUGGGAUUACAGGCAUGAGCC. Result: 1 (interaction). The protein sequence of the target gene is MGSKERFHWQSHNVKQSGVDDMVLLPQITEDAIAANLRKRFMDDYIFTYIGSVLISVNPFKQMPYFTDREIDLYQGAAQYENPPHIYALTDNMYRNMLIDCENQCVIISGESGAGKTVAAKYIMGYISKVSGGGEKVQHVKDIILQSNPLLEAFGNAKTVRNNNSSRFGKYFEIQFSRGGEPDGGKISNFLLEKSRVVMQNENERNFHIYYQLLEGASQEQRQNLGLMTPDYYYYLNQSDTYQVDGTDDRSDFGETLSAMQVIGIPPSIQQLVLQLVAGILHLGNISFCEDGNYARVESV....